This data is from Peptide-MHC class I binding affinity with 185,985 pairs from IEDB/IMGT. The task is: Regression. Given a peptide amino acid sequence and an MHC pseudo amino acid sequence, predict their binding affinity value. This is MHC class I binding data. (1) The peptide sequence is ILPDKIDGL. The MHC is HLA-A02:01 with pseudo-sequence HLA-A02:01. The binding affinity (normalized) is 0.618. (2) The peptide sequence is LLTEVETYV. The MHC is HLA-A02:06 with pseudo-sequence HLA-A02:06. The binding affinity (normalized) is 1.00. (3) The binding affinity (normalized) is 0.376. The MHC is Mamu-B17 with pseudo-sequence Mamu-B17. The peptide sequence is YMLKHVVW. (4) The peptide sequence is ASYAAAAAY. The MHC is BoLA-T2a with pseudo-sequence BoLA-T2a. The binding affinity (normalized) is 0.311. (5) The peptide sequence is SLNFLGGTTV. The MHC is HLA-A11:01 with pseudo-sequence HLA-A11:01. The binding affinity (normalized) is 0.133. (6) The MHC is HLA-A31:01 with pseudo-sequence HLA-A31:01. The peptide sequence is EKLKSLYNTI. The binding affinity (normalized) is 0.223. (7) The peptide sequence is MYQYIFLSF. The MHC is HLA-B08:03 with pseudo-sequence HLA-B08:03. The binding affinity (normalized) is 0.0847.